This data is from Peptide-MHC class I binding affinity with 185,985 pairs from IEDB/IMGT. The task is: Regression. Given a peptide amino acid sequence and an MHC pseudo amino acid sequence, predict their binding affinity value. This is MHC class I binding data. (1) The peptide sequence is LEDGIYGIF. The MHC is HLA-B45:06 with pseudo-sequence HLA-B45:06. The binding affinity (normalized) is 0.213. (2) The peptide sequence is VPRDRNGTF. The MHC is HLA-A02:03 with pseudo-sequence HLA-A02:03. The binding affinity (normalized) is 0.0847. (3) The peptide sequence is NTLKLATGM. The MHC is HLA-A26:01 with pseudo-sequence HLA-A26:01. The binding affinity (normalized) is 0.243. (4) The peptide sequence is ERPIFPHPSKPTFLP. The MHC is HLA-A03:01 with pseudo-sequence HLA-A03:01. The binding affinity (normalized) is 0.0469. (5) The binding affinity (normalized) is 0.387. The peptide sequence is KPIPHRTVL. The MHC is HLA-B83:01 with pseudo-sequence HLA-B83:01. (6) The peptide sequence is RGYVFQGL. The MHC is HLA-B15:01 with pseudo-sequence HLA-B15:01. The binding affinity (normalized) is 0.298. (7) The peptide sequence is SQYVDDANL. The MHC is HLA-B15:01 with pseudo-sequence HLA-B15:01. The binding affinity (normalized) is 0.